From a dataset of Peptide-MHC class II binding affinity with 134,281 pairs from IEDB. Regression. Given a peptide amino acid sequence and an MHC pseudo amino acid sequence, predict their binding affinity value. This is MHC class II binding data. (1) The peptide sequence is RNVRFSDEGGFTCFF. The MHC is DRB1_0101 with pseudo-sequence DRB1_0101. The binding affinity (normalized) is 0.127. (2) The binding affinity (normalized) is 0.487. The peptide sequence is YAGIRRDGLLLRLVD. The MHC is HLA-DPA10301-DPB10402 with pseudo-sequence HLA-DPA10301-DPB10402. (3) The peptide sequence is YKFIPSLEAAVKQAY. The MHC is DRB1_0405 with pseudo-sequence DRB1_0405. The binding affinity (normalized) is 0.183. (4) The peptide sequence is TVAAAPQVKYAVFEA. The MHC is DRB1_0301 with pseudo-sequence DRB1_0301. The binding affinity (normalized) is 0.376. (5) The peptide sequence is GKKYFAATQFEPLAA. The MHC is HLA-DPA10201-DPB10101 with pseudo-sequence HLA-DPA10201-DPB10101. The binding affinity (normalized) is 0.893. (6) The peptide sequence is SEYMTSWFYDNDNPY. The MHC is DRB1_1101 with pseudo-sequence DRB1_1101. The binding affinity (normalized) is 0.366. (7) The peptide sequence is KEVYSGVSACTCEIC. The MHC is DRB1_0101 with pseudo-sequence DRB1_0101. The binding affinity (normalized) is 0.530.